From a dataset of Reaction yield outcomes from USPTO patents with 853,638 reactions. Predict the reaction yield, written as a fraction of the theoretical maximum amount of product (1.0 means a 100% yield; for example, 0.34 means a 34% yield). (1) The reactants are [F:1][C:2]1[C:3]([NH2:17])=[N:4][C:5]([O:8][CH2:9][C:10]2[CH:15]=[CH:14][C:13]([CH3:16])=[CH:12][CH:11]=2)=[N:6][CH:7]=1.[CH2:18]=[O:19]. The catalyst is O1CCOCC1. The product is [F:1][C:2]1[C:3]([NH:17][CH2:18][OH:19])=[N:4][C:5]([O:8][CH2:9][C:10]2[CH:15]=[CH:14][C:13]([CH3:16])=[CH:12][CH:11]=2)=[N:6][CH:7]=1. The yield is 0.630. (2) The reactants are [CH3:1][NH:2][CH2:3][C:4]1[CH:9]=[C:8]([N+:10]([O-:12])=[O:11])[CH:7]=[CH:6][C:5]=1[N:13]1[CH2:18][CH2:17][O:16][CH2:15][CH2:14]1.C(N(CC)CC)C.[CH3:26][C:27]([O:30][C:31](O[C:31]([O:30][C:27]([CH3:29])([CH3:28])[CH3:26])=[O:32])=[O:32])([CH3:29])[CH3:28].O. The catalyst is C1COCC1. The product is [CH3:1][N:2]([CH2:3][C:4]1[CH:9]=[C:8]([N+:10]([O-:12])=[O:11])[CH:7]=[CH:6][C:5]=1[N:13]1[CH2:18][CH2:17][O:16][CH2:15][CH2:14]1)[C:31](=[O:32])[O:30][C:27]([CH3:29])([CH3:28])[CH3:26]. The yield is 0.990. (3) The reactants are Cl[CH2:2][C:3]([N:5]1[CH2:10][CH2:9][O:8][C:7]2[CH:11]=[C:12]([N+:15]([O-:17])=[O:16])[CH:13]=[CH:14][C:6]1=2)=[O:4].C([O-])([O-])=O.[K+].[K+].Cl.[CH2:25]([NH2:27])[CH3:26]. The catalyst is C(#N)C. The product is [CH2:25]([NH:27][CH2:2][C:3]([N:5]1[CH2:10][CH2:9][O:8][C:7]2[CH:11]=[C:12]([N+:15]([O-:17])=[O:16])[CH:13]=[CH:14][C:6]1=2)=[O:4])[CH3:26]. The yield is 0.760. (4) The reactants are C(NC(C)C)(C)C.C([Li])CCC.[CH3:13][O:14][C:15](=[O:26])[CH2:16][C:17]1[CH:22]=[CH:21][C:20]([S:23][CH3:24])=[C:19]([Br:25])[CH:18]=1.I[CH2:28][CH:29]1[CH2:33][CH2:32][CH2:31][CH2:30]1. The catalyst is O1CCCC1.CN1CCCN(C)C1=O. The product is [CH3:13][O:14][C:15](=[O:26])[CH:16]([C:17]1[CH:22]=[CH:21][C:20]([S:23][CH3:24])=[C:19]([Br:25])[CH:18]=1)[CH2:28][CH:29]1[CH2:33][CH2:32][CH2:31][CH2:30]1. The yield is 0.570.